This data is from Forward reaction prediction with 1.9M reactions from USPTO patents (1976-2016). The task is: Predict the product of the given reaction. (1) Given the reactants [CH2:1]([N:8]1[CH2:13][CH2:12][CH:11]([C:14]([NH:16][C:17]2[CH:22]=[CH:21][C:20]([CH2:23][NH:24][C:25]3[C:34]4[C:29](=[CH:30][CH:31]=[CH:32][CH:33]=4)[N:28]=[C:27](Cl)[N:26]=3)=[CH:19][CH:18]=2)=[O:15])[CH2:10][CH2:9]1)[C:2]1[CH:7]=[CH:6][CH:5]=[CH:4][CH:3]=1.[CH3:36][NH:37][CH3:38], predict the reaction product. The product is: [CH2:1]([N:8]1[CH2:13][CH2:12][CH:11]([C:14]([NH:16][C:17]2[CH:22]=[CH:21][C:20]([CH2:23][NH:24][C:25]3[C:34]4[C:29](=[CH:30][CH:31]=[CH:32][CH:33]=4)[N:28]=[C:27]([N:37]([CH3:38])[CH3:36])[N:26]=3)=[CH:19][CH:18]=2)=[O:15])[CH2:10][CH2:9]1)[C:2]1[CH:7]=[CH:6][CH:5]=[CH:4][CH:3]=1. (2) Given the reactants [CH3:1][O:2][C:3]1[CH:10]=[CH:9][CH:8]=[C:7]([O:11][CH3:12])[C:4]=1[CH:5]=O.[C:13]([C:16]1[CH:21]=[CH:20][CH:19]=[CH:18][CH:17]=1)(=[O:15])[CH3:14].[OH-].[Na+], predict the reaction product. The product is: [CH3:1][O:2][C:3]1[CH:10]=[CH:9][CH:8]=[C:7]([O:11][CH3:12])[C:4]=1[CH:5]=[CH:14][C:13]([C:16]1[CH:21]=[CH:20][CH:19]=[CH:18][CH:17]=1)=[O:15]. (3) Given the reactants [Br:1][C:2]1[CH:3]=[CH:4][C:5]([N+:21]([O-])=O)=[C:6]([NH:8][CH:9]2[CH2:13][CH2:12][N:11]([C:14]([O:16][C:17]([CH3:20])([CH3:19])[CH3:18])=[O:15])[CH2:10]2)[CH:7]=1.[NH4+].[Cl-], predict the reaction product. The product is: [NH2:21][C:5]1[CH:4]=[CH:3][C:2]([Br:1])=[CH:7][C:6]=1[NH:8][CH:9]1[CH2:13][CH2:12][N:11]([C:14]([O:16][C:17]([CH3:20])([CH3:19])[CH3:18])=[O:15])[CH2:10]1. (4) Given the reactants [C:1]([C:5]1[N:10]=[C:9]([NH:11][C:12]2[CH:17]=[C:16](Cl)[N:15]=[N:14][C:13]=2[C:19]([NH2:21])=[O:20])[CH:8]=[CH:7][CH:6]=1)([CH3:4])([CH3:3])[CH3:2].[NH2:22][C@@H:23]1[CH2:28][CH2:27][CH2:26][CH2:25][C@@H:24]1[NH:29][C:30](=[O:36])[O:31][C:32]([CH3:35])([CH3:34])[CH3:33].CO.C(Cl)Cl, predict the reaction product. The product is: [NH4+:10].[OH-:20].[C:1]([C:5]1[N:10]=[C:9]([NH:11][C:12]2[CH:17]=[C:16]([NH:22][C@@H:23]3[CH2:28][CH2:27][CH2:26][CH2:25][C@@H:24]3[NH:29][C:30](=[O:36])[O:31][C:32]([CH3:34])([CH3:33])[CH3:35])[N:15]=[N:14][C:13]=2[C:19](=[O:20])[NH2:21])[CH:8]=[CH:7][CH:6]=1)([CH3:4])([CH3:3])[CH3:2]. (5) Given the reactants [F:1][C:2]1[CH:3]=[C:4]([C:9]2[CH:21]=[CH:20][C:12]([C:13]([O:15]C(C)(C)C)=[O:14])=[CH:11][N:10]=2)[CH:5]=[C:6]([F:8])[CH:7]=1.FC(F)(F)C(O)=O.C1(C)C=CC=CC=1, predict the reaction product. The product is: [F:8][C:6]1[CH:5]=[C:4]([C:9]2[CH:21]=[CH:20][C:12]([C:13]([OH:15])=[O:14])=[CH:11][N:10]=2)[CH:3]=[C:2]([F:1])[CH:7]=1. (6) Given the reactants [CH3:1][O:2][C:3]1[CH:8]=[CH:7][C:6](B(O)O)=[CH:5][CH:4]=1.C(=O)([O-])[O-].[K+].[K+].Br[C:19]1[CH:24]=[CH:23][C:22]([CH2:25]C)=[C:21]([N+:27]([O-:29])=[O:28])[CH:20]=1.O, predict the reaction product. The product is: [CH3:1][O:2][C:3]1[CH:8]=[CH:7][C:6]([C:19]2[CH:24]=[CH:23][C:22]([CH3:25])=[C:21]([N+:27]([O-:29])=[O:28])[CH:20]=2)=[CH:5][CH:4]=1. (7) Given the reactants [CH2:1]([O:8][C:9]1[C:10]([C:30]([N:32]([CH2:36][CH2:37][O:38][Si](C(C)(C)C)(C)C)[CH:33]([CH3:35])[CH3:34])=[O:31])=[N:11][C:12]([CH2:16][C:17]2([C:22]3[CH:27]=[CH:26][C:25]([Cl:28])=[C:24]([Cl:29])[CH:23]=3)[CH2:21][CH2:20][CH2:19][CH2:18]2)=[N:13][C:14]=1[OH:15])[C:2]1[CH:7]=[CH:6][CH:5]=[CH:4][CH:3]=1.OCCN(C(C)C)C(C1C(OCC2C=CC=CC=2)=C(O)N=C(CC2(C3C=CC(C(F)(F)F)=CC=3)CCCC2)N=1)=O, predict the reaction product. The product is: [CH2:1]([O:8][C:9]1[C:10]([C:30]([N:32]([CH2:36][CH2:37][OH:38])[CH:33]([CH3:35])[CH3:34])=[O:31])=[N:11][C:12]([CH2:16][C:17]2([C:22]3[CH:27]=[CH:26][C:25]([Cl:28])=[C:24]([Cl:29])[CH:23]=3)[CH2:21][CH2:20][CH2:19][CH2:18]2)=[N:13][C:14]=1[OH:15])[C:2]1[CH:7]=[CH:6][CH:5]=[CH:4][CH:3]=1. (8) Given the reactants Cl[C:2]1[C:11]2=[N:12][N:13](CC3C=CC(OC)=CC=3)[CH:14]=[C:10]2[C:9]2[CH:8]=[C:7]([O:24][CH3:25])[CH:6]=[CH:5][C:4]=2[N:3]=1.[F:26][C:27]1[CH:28]=[C:29]([CH:31]=[CH:32][C:33]=1[C:34]([F:37])([F:36])[F:35])[NH2:30].Cl, predict the reaction product. The product is: [F:26][C:27]1[CH:28]=[C:29]([NH:30][C:2]2[C:11]3=[N:12][NH:13][CH:14]=[C:10]3[C:9]3[CH:8]=[C:7]([O:24][CH3:25])[CH:6]=[CH:5][C:4]=3[N:3]=2)[CH:31]=[CH:32][C:33]=1[C:34]([F:36])([F:37])[F:35]. (9) The product is: [CH3:4][P:2]([CH2:5][N:6]1[CH2:7][CH2:8][N:9]([CH2:12][C:13]2[CH:18]=[CH:17][C:16]([NH2:19])=[CH:15][C:14]=2[C:22]([F:25])([F:23])[F:24])[CH2:10][CH2:11]1)([CH3:1])=[O:3]. Given the reactants [CH3:1][P:2]([CH2:5][N:6]1[CH2:11][CH2:10][N:9]([CH2:12][C:13]2[CH:18]=[CH:17][C:16]([N+:19]([O-])=O)=[CH:15][C:14]=2[C:22]([F:25])([F:24])[F:23])[CH2:8][CH2:7]1)([CH3:4])=[O:3], predict the reaction product.